Dataset: Forward reaction prediction with 1.9M reactions from USPTO patents (1976-2016). Task: Predict the product of the given reaction. (1) Given the reactants C([O:5][C:6](=[O:18])[CH2:7][O:8][C:9]1[CH:14]=[CH:13][C:12]([Cl:15])=[CH:11][C:10]=1[C:16]#[CH:17])(C)(C)C.Br[C:20]1[N:21]([CH3:25])[CH:22]=[CH:23][N:24]=1, predict the reaction product. The product is: [Cl:15][C:12]1[CH:13]=[CH:14][C:9]([O:8][CH2:7][C:6]([OH:5])=[O:18])=[C:10]([C:16]#[C:17][C:20]2[N:21]([CH3:25])[CH:22]=[CH:23][N:24]=2)[CH:11]=1. (2) Given the reactants [Cl:1][C:2]1[C:11]2[C:6](=[CH:7][C:8]([O:19][CH3:20])=[C:9]([C:12]([O:14][C:15](C)(C)C)=[O:13])[CH:10]=2)[N:5]=[CH:4][CH:3]=1.C(N(CC)C(C)C)(C)C.[F:30][C:31]1[CH:32]=[C:33]([CH:51]=[CH:52][C:53]=1[N+:54]([O-:56])=[O:55])[O:34]C1C2C(=CC(OC)=C(C(OC)=O)C=2)N=CC=1, predict the reaction product. The product is: [Cl:1][C:2]1[C:11]2[C:6](=[CH:7][C:8]([O:19][CH3:20])=[C:9]([C:12]([O:14][CH3:15])=[O:13])[CH:10]=2)[N:5]=[CH:4][CH:3]=1.[F:30][C:31]1[CH:32]=[C:33]([OH:34])[CH:51]=[CH:52][C:53]=1[N+:54]([O-:56])=[O:55]. (3) The product is: [CH:1]1([CH2:7][N:8]2[C:12]([C:13]3[CH:18]=[C:17]([C:19]([CH3:22])([CH3:21])[CH3:20])[CH:16]=[C:15]([C:23]([CH3:26])([CH3:25])[CH3:24])[CH:14]=3)=[CH:11][C:10]([S:27]([Cl:36])(=[O:29])=[O:28])=[C:9]2[CH3:31])[CH2:6][CH2:5][CH2:4][CH2:3][CH2:2]1. Given the reactants [CH:1]1([CH2:7][N:8]2[C:12]([C:13]3[CH:18]=[C:17]([C:19]([CH3:22])([CH3:21])[CH3:20])[CH:16]=[C:15]([C:23]([CH3:26])([CH3:25])[CH3:24])[CH:14]=3)=[CH:11][C:10]([S:27](O)(=[O:29])=[O:28])=[C:9]2[CH3:31])[CH2:6][CH2:5][CH2:4][CH2:3][CH2:2]1.C(Cl)(C([Cl:36])=O)=O, predict the reaction product. (4) The product is: [CH3:23][O:24][C:25](=[O:28])[CH2:26][N:14]1[C:13]2[CH:17]=[C:18]([CH2:21][OH:22])[CH:19]=[CH:20][C:12]=2[O:11][CH2:10][C:15]1=[O:16]. Given the reactants [H-].[Na+].[Si]([CH:10]1[C:15](=[O:16])[NH:14][C:13]2[CH:17]=[C:18]([CH2:21][OH:22])[CH:19]=[CH:20][C:12]=2[O:11]1)(C(C)(C)C)(C)C.[CH3:23][O:24][C:25](=[O:28])[CH2:26]Cl.Cl, predict the reaction product. (5) Given the reactants [Cl:1][C:2]1[CH:7]=[C:6]([Cl:8])[CH:5]=[CH:4][C:3]=1[N:9]1[C:13]([C:14]2[CH:19]=[CH:18][C:17]([I:20])=[CH:16][CH:15]=2)=[C:12]([CH3:21])[C:11]([C:22]([O:24]CC)=[O:23])=[N:10]1.[OH-].[Li+], predict the reaction product. The product is: [Cl:1][C:2]1[CH:7]=[C:6]([Cl:8])[CH:5]=[CH:4][C:3]=1[N:9]1[C:13]([C:14]2[CH:19]=[CH:18][C:17]([I:20])=[CH:16][CH:15]=2)=[C:12]([CH3:21])[C:11]([C:22]([OH:24])=[O:23])=[N:10]1. (6) Given the reactants [NH2:1][C@@H:2]([CH2:5][CH2:6][O:7][C:8]1[CH:13]=[CH:12][C:11]([C:14]([F:17])([F:16])[F:15])=[CH:10][N:9]=1)[CH2:3][OH:4].[N:18]#[C:19]Br, predict the reaction product. The product is: [F:16][C:14]([F:17])([F:15])[C:11]1[CH:12]=[CH:13][C:8]([O:7][CH2:6][CH2:5][C@H:2]2[CH2:3][O:4][C:19]([NH2:18])=[N:1]2)=[N:9][CH:10]=1.